From a dataset of Reaction yield outcomes from USPTO patents with 853,638 reactions. Predict the reaction yield, written as a fraction of the theoretical maximum amount of product (1.0 means a 100% yield; for example, 0.34 means a 34% yield). The reactants are [CH2:1](Br)[C:2]1[CH:7]=[CH:6][CH:5]=[CH:4][CH:3]=1.[N+:9]([C:12]1[CH:13]=[C:14]2[C:18](=[CH:19][CH:20]=1)[NH:17][NH:16][C:15]2=[O:21])([O-:11])=[O:10].[OH-].[Na+].Cl. No catalyst specified. The product is [CH2:1]([N:17]1[C:18]2[C:14](=[CH:13][C:12]([N+:9]([O-:11])=[O:10])=[CH:20][CH:19]=2)[C:15](=[O:21])[NH:16]1)[C:2]1[CH:7]=[CH:6][CH:5]=[CH:4][CH:3]=1. The yield is 0.610.